Dataset: Reaction yield outcomes from USPTO patents with 853,638 reactions. Task: Predict the reaction yield, written as a fraction of the theoretical maximum amount of product (1.0 means a 100% yield; for example, 0.34 means a 34% yield). (1) The reactants are [C:1]1([CH3:37])[CH:6]=[CH:5][CH:4]=[C:3]([C:7]2[C:20]3[C:21]4=[C:22]5[C:17](=[CH:18][CH:19]=3)[CH:16]=[CH:15][C:14]([C:23]3[CH:24]=[C:25]([CH3:29])[CH:26]=[CH:27][CH:28]=3)=[C:13]5[CH:12]=[CH:11][C:10]4=[C:9]([C:30]3[CH:31]=[C:32]([CH3:36])[CH:33]=[CH:34][CH:35]=3)[CH:8]=2)[CH:2]=1.CN(C=O)C.[Br:43]N1C(=O)CCC1=O.O. The catalyst is CO. The product is [C:25]1([CH3:29])[CH:26]=[CH:27][CH:28]=[C:23]([C:14]2[CH:15]=[C:16]([Br:43])[C:17]3[C:22]4=[C:21]5[C:20]([C:7]([C:3]6[CH:2]=[C:1]([CH3:37])[CH:6]=[CH:5][CH:4]=6)=[CH:8][C:9]([C:30]6[CH:31]=[C:32]([CH3:36])[CH:33]=[CH:34][CH:35]=6)=[C:10]5[CH:11]=[CH:12][C:13]=24)=[CH:19][CH:18]=3)[CH:24]=1. The yield is 0.600. (2) The reactants are [C:1]1([C:11]2[CH:16]=[CH:15][CH:14]=[CH:13][CH:12]=2)[CH:6]=[CH:5][C:4]([S:7](Cl)(=[O:9])=[O:8])=[CH:3][CH:2]=1.Cl.[NH:18]1[C:22]([CH2:23][NH2:24])=[CH:21][N:20]=[N:19]1. The catalyst is N1C=CC=CC=1. The product is [NH:18]1[C:22]([CH2:23][NH:24][S:7]([C:4]2[CH:5]=[CH:6][C:1]([C:11]3[CH:16]=[CH:15][CH:14]=[CH:13][CH:12]=3)=[CH:2][CH:3]=2)(=[O:9])=[O:8])=[CH:21][N:20]=[N:19]1. The yield is 0.150.